Dataset: Full USPTO retrosynthesis dataset with 1.9M reactions from patents (1976-2016). Task: Predict the reactants needed to synthesize the given product. (1) The reactants are: Cl[C:2]1[N:7]=[C:6]([NH:8][CH:9]2[CH2:14][CH2:13][O:12][CH2:11][CH2:10]2)[C:5]([N+:15]([O-:17])=[O:16])=[CH:4][CH:3]=1.[OH-:18].[K+]. Given the product [N+:15]([C:5]1[CH:4]=[CH:3][C:2]([OH:18])=[N:7][C:6]=1[NH:8][CH:9]1[CH2:14][CH2:13][O:12][CH2:11][CH2:10]1)([O-:17])=[O:16], predict the reactants needed to synthesize it. (2) Given the product [CH3:27][C:4]1[N:5]([C:7]2[N:12]=[C:11]([C:13]([F:16])([F:14])[F:15])[CH:10]=[C:9]([C:17]3[CH:18]=[CH:19][C:20]([C:23]([F:25])([F:24])[F:26])=[CH:21][CH:22]=3)[N:8]=2)[CH:6]=[C:2]([C:32]2[CH:33]=[CH:34][C:29]([NH2:28])=[N:30][CH:31]=2)[N:3]=1, predict the reactants needed to synthesize it. The reactants are: Br[C:2]1[N:3]=[C:4]([CH3:27])[N:5]([C:7]2[N:12]=[C:11]([C:13]([F:16])([F:15])[F:14])[CH:10]=[C:9]([C:17]3[CH:22]=[CH:21][C:20]([C:23]([F:26])([F:25])[F:24])=[CH:19][CH:18]=3)[N:8]=2)[CH:6]=1.[NH2:28][C:29]1[CH:34]=[CH:33][C:32](B2OC(C)(C)C(C)(C)O2)=[CH:31][N:30]=1. (3) Given the product [CH2:54]([O:53][CH:51]([C:42]1[C:41]2[C:46](=[CH:47][CH:48]=[C:39]([C:34]3[CH:35]=[CH:36][CH:37]=[CH:38][C:33]=3[O:32][CH3:31])[CH:40]=2)[NH:45][C:44]([CH3:50])([CH3:49])[CH:43]=1)[CH3:52])/[CH:55]=[CH:56]/[CH3:57], predict the reactants needed to synthesize it. The reactants are: C(OC(N1C2C(=CC(C3C=CC=CC=3OC)=CC=2)C(C(O)C)=CC1(C)C)=O)(C)(C)C.[CH3:31][O:32][C:33]1[CH:38]=[CH:37][CH:36]=[CH:35][C:34]=1[C:39]1[CH:40]=[C:41]2[C:46](=[CH:47][CH:48]=1)[NH:45][C:44]([CH3:50])([CH3:49])[CH:43]=[C:42]2[CH:51]([O:53][CH2:54]/[CH:55]=[CH:56]/[C:57]1C=CC=CC=1)[CH3:52].C[Si]([N-][Si](C)(C)C)(C)C.[Na+].C(Br)C=CC1C=CC=CC=1. (4) Given the product [C:1]([O:5][C:6]([C:8]1[C:9]([C:13]2[CH:14]=[CH:15][C:16]([Cl:19])=[CH:17][CH:18]=2)=[N:10][S:11][C:12]=1[Br:25])=[O:7])([CH3:4])([CH3:2])[CH3:3], predict the reactants needed to synthesize it. The reactants are: [C:1]([O:5][C:6]([C:8]1[C:9]([C:13]2[CH:18]=[CH:17][C:16]([Cl:19])=[CH:15][CH:14]=2)=[N:10][S:11][CH:12]=1)=[O:7])([CH3:4])([CH3:3])[CH3:2].[Li]CCCC.[Br:25]Br. (5) Given the product [CH:26]([C:25]1[CH:24]=[CH:23][N:22]=[CH:21][C:20]=1[C:8]1[CH:7]=[CH:6][C:3]([C:4]#[N:5])=[C:2]([CH3:1])[CH:9]=1)=[O:27], predict the reactants needed to synthesize it. The reactants are: [CH3:1][C:2]1[CH:9]=[C:8](B2OC(C)(C)C(C)(C)O2)[CH:7]=[CH:6][C:3]=1[C:4]#[N:5].Br[C:20]1[CH:21]=[N:22][CH:23]=[CH:24][C:25]=1[CH:26]=[O:27].C(=O)([O-])[O-].[Na+].[Na+]. (6) Given the product [CH:7]([N:10]1[CH:5]=[CH:2][C:3]([NH2:4])=[N:11]1)([CH3:9])[CH3:8], predict the reactants needed to synthesize it. The reactants are: Cl[C:2](=[CH2:5])[C:3]#[N:4].Cl.[CH:7]([NH:10][NH2:11])([CH3:9])[CH3:8].C([O-])([O-])=O.[K+].[K+]. (7) Given the product [NH2:11][C:10]1[C:5]([C:3]([OH:4])=[O:2])=[N:6][C:7]([Cl:13])=[C:8]([NH2:12])[N:9]=1, predict the reactants needed to synthesize it. The reactants are: C[O:2][C:3]([C:5]1[C:10]([NH2:11])=[N:9][C:8]([NH2:12])=[C:7]([Cl:13])[N:6]=1)=[O:4].[OH-].[Na+].Cl. (8) Given the product [Cl:1][C:2]1[CH:3]=[CH:4][C:5]([CH3:11])=[C:6]([CH:10]=1)[C:7]([Cl:14])=[O:8], predict the reactants needed to synthesize it. The reactants are: [Cl:1][C:2]1[CH:3]=[CH:4][C:5]([CH3:11])=[C:6]([CH:10]=1)[C:7](O)=[O:8].S(Cl)([Cl:14])=O.